This data is from Forward reaction prediction with 1.9M reactions from USPTO patents (1976-2016). The task is: Predict the product of the given reaction. Given the reactants Cl[C:2]1[N:3]=[C:4]([O:11][C:12]2[CH:17]=[CH:16][C:15]([CH2:18][C:19]([O:21][CH3:22])=[O:20])=[CH:14][CH:13]=2)[C:5]2[CH2:10][CH2:9][CH2:8][C:6]=2[N:7]=1.C([Sn](CCCC)(CCCC)[C:28]([O:30][CH2:31][CH3:32])=[CH2:29])CCC.[F-].[Cs+], predict the reaction product. The product is: [CH2:31]([O:30][C:28]([C:2]1[N:3]=[C:4]([O:11][C:12]2[CH:17]=[CH:16][C:15]([CH2:18][C:19]([O:21][CH3:22])=[O:20])=[CH:14][CH:13]=2)[C:5]2[CH2:10][CH2:9][CH2:8][C:6]=2[N:7]=1)=[CH2:29])[CH3:32].